From a dataset of Retrosynthesis with 50K atom-mapped reactions and 10 reaction types from USPTO. Predict the reactants needed to synthesize the given product. (1) Given the product CCc1oc(-c2ccc(C(F)(F)F)cc2)nc1COC[C@@H]1CCC[C@H](COC(C)(C)C(=O)O)C1, predict the reactants needed to synthesize it. The reactants are: CCc1oc(-c2ccc(C(F)(F)F)cc2)nc1COC[C@@H]1CCC[C@H](COC(C)(C)C(=O)OC(C)(C)C)C1. (2) Given the product Nc1ncc(Sc2ccc(F)cc2F)s1, predict the reactants needed to synthesize it. The reactants are: CC(=O)Nc1ncc(Sc2ccc(F)cc2F)s1. (3) Given the product CC1(C)CC(=O)c2ccc(-c3ccccc3)cc21, predict the reactants needed to synthesize it. The reactants are: CC1(C)CC(=O)c2ccc(OS(=O)(=O)C(F)(F)F)cc21.OB(O)c1ccccc1. (4) Given the product Cc1c(C2=NN(Cc3cccc(C(F)(F)F)c3)S(=O)(=O)c3ccccc32)c2cc(F)ccc2n1CC(=O)O, predict the reactants needed to synthesize it. The reactants are: Cc1c(C2=NN(Cc3cccc(C(F)(F)F)c3)S(=O)(=O)c3ccccc32)c2cc(F)ccc2n1CC(=O)OC(C)(C)C. (5) Given the product COc1ccc(CN2C(=O)Cc3c(N4CCC(c5nc(-c6ccc(F)c(C(F)(F)F)c6)cn5CCN(C)C)CC4)ncnc32)c(OC)c1, predict the reactants needed to synthesize it. The reactants are: CN(C)CCn1cc(-c2ccc(F)c(C(F)(F)F)c2)nc1C1CCNCC1.COc1ccc(CN2C(=O)Cc3c(Cl)ncnc32)c(OC)c1. (6) Given the product CCOC(=O)C=CC(C)=CCO, predict the reactants needed to synthesize it. The reactants are: CCOC(=O)C=CC(C)=CCOC(C)=O. (7) Given the product NN(Cc1cncc(F)c1)c1ccc(F)cc1, predict the reactants needed to synthesize it. The reactants are: Fc1cncc(CBr)c1.NNc1ccc(F)cc1. (8) Given the product COc1ccc(C=C(C)C(=O)c2cc(OC)c(OC)c(OC)c2)cc1NC(=O)[C@@H](N)CO, predict the reactants needed to synthesize it. The reactants are: COc1ccc(C=C(C)C(=O)c2cc(OC)c(OC)c(OC)c2)cc1NC(=O)[C@@](N)(CO)C(=O)OC(C)(C)C. (9) Given the product CO/C=C/c1cnc(OC)c(Br)c1, predict the reactants needed to synthesize it. The reactants are: CC(C)(C)[O-].COc1ncc(C=O)cc1Br. (10) The reactants are: COC(=O)c1ccc(C)c(-c2nnc3ccc(CCc4ccc(F)cc4F)cn23)c1. Given the product Cc1ccc(C(=O)O)cc1-c1nnc2ccc(CCc3ccc(F)cc3F)cn12, predict the reactants needed to synthesize it.